This data is from Forward reaction prediction with 1.9M reactions from USPTO patents (1976-2016). The task is: Predict the product of the given reaction. (1) Given the reactants [C:1]([C:3]1[CH:4]=[C:5]([N:9]([CH3:15])[C@H:10]([C:12]([OH:14])=[O:13])[CH3:11])[CH:6]=[CH:7][CH:8]=1)#[N:2].C(O)C.C(=O)([O-])[O-].[NH4+:23].[NH4+].[ClH:25].O1CCOCC1, predict the reaction product. The product is: [ClH:25].[NH2:2][C:1](=[NH:23])[C:3]1[CH:4]=[C:5]([N:9]([CH3:15])[C@H:10]([C:12]([OH:14])=[O:13])[CH3:11])[CH:6]=[CH:7][CH:8]=1. (2) Given the reactants [CH2:1]([O:3][C:4]([C:6]1[CH:7]=[C:8](Br)[S:9][CH:10]=1)=[O:5])[CH3:2].[C:12]([O:16][C:17]([N:19]1[CH2:24][CH:23]=[C:22](B2CC(C)(C)C(C)(C)C2)[CH2:21][CH2:20]1)=[O:18])([CH3:15])([CH3:14])[CH3:13].O.C(=O)([O-])[O-].[Cs+].[Cs+], predict the reaction product. The product is: [C:12]([O:16][C:17]([N:19]1[CH2:20][CH:21]=[C:22]([C:8]2[S:9][CH:10]=[C:6]([C:4]([O:3][CH2:1][CH3:2])=[O:5])[CH:7]=2)[CH2:23][CH2:24]1)=[O:18])([CH3:15])([CH3:13])[CH3:14]. (3) The product is: [CH3:13][O:14][C:15]1[C:16]([CH3:23])=[C:17]([C:18]([CH3:22])=[CH:19][C:20]=1[CH3:21])[CH2:2][Cl:1]. Given the reactants [Cl:1][CH2:2]C1C(C)=CC2OCOC=2C=1.[CH3:13][O:14][C:15]1[C:20]([CH3:21])=[CH:19][C:18]([CH3:22])=[CH:17][C:16]=1[CH3:23], predict the reaction product. (4) Given the reactants [CH3:1][O:2][C:3]1[CH:8]=[CH:7][C:6]([Sn](CCCC)(CCCC)CCCC)=[CH:5][N:4]=1.Br[C:23]1[N:24]=[C:25]([N:33]2[CH2:38][CH2:37][N:36]([CH2:39][CH3:40])[CH2:35][CH2:34]2)[C:26]2[C:31]([CH:32]=1)=[CH:30][CH:29]=[CH:28][CH:27]=2, predict the reaction product. The product is: [CH2:39]([N:36]1[CH2:35][CH2:34][N:33]([C:25]2[C:26]3[C:31](=[CH:30][CH:29]=[CH:28][CH:27]=3)[CH:32]=[C:23]([C:6]3[CH:7]=[CH:8][C:3]([O:2][CH3:1])=[N:4][CH:5]=3)[N:24]=2)[CH2:38][CH2:37]1)[CH3:40].